This data is from Full USPTO retrosynthesis dataset with 1.9M reactions from patents (1976-2016). The task is: Predict the reactants needed to synthesize the given product. (1) Given the product [NH2:11][C:9]1[N:8]=[CH:7][N:6]=[C:5]2[N:4]([C@H:12]3[CH2:17][CH2:16][C@@H:15]([N:18]4[CH2:23][CH2:22][N:21]([CH3:24])[CH2:20][CH2:19]4)[CH2:14][CH2:13]3)[N:3]=[C:2]([C:34]3[CH:35]=[C:36]([CH:46]=[CH:47][CH:33]=3)[O:37][C:38]3[CH:45]=[CH:44][CH:43]=[CH:42][C:39]=3[CH:40]=[O:41])[C:10]=12, predict the reactants needed to synthesize it. The reactants are: I[C:2]1[C:10]2[C:5](=[N:6][CH:7]=[N:8][C:9]=2[NH2:11])[N:4]([C@H:12]2[CH2:17][CH2:16][C@@H:15]([N:18]3[CH2:23][CH2:22][N:21]([CH3:24])[CH2:20][CH2:19]3)[CH2:14][CH2:13]2)[N:3]=1.CC1(C)C(C)(C)OB([C:33]2[CH:47]=[CH:46][C:36]([O:37][C:38]3[CH:45]=[CH:44][CH:43]=[CH:42][C:39]=3[CH:40]=[O:41])=[CH:35][CH:34]=2)O1.O.C(=O)([O-])[O-].[Na+].[Na+].C(=O)(O)[O-].[Na+]. (2) Given the product [Cl:22][C:23]1[S:27][C:26]([CH:7]2[C:8]3[C:13](=[CH:12][CH:11]=[CH:10][CH:9]=3)[C:14]3[CH:1]=[CH:2][CH:3]=[CH:4][C:5]=3[N:6]2[C:19]([CH:15]2[CH2:18][CH2:17][CH2:16]2)=[O:20])=[CH:25][CH:24]=1, predict the reactants needed to synthesize it. The reactants are: [CH:1]1[C:14]2[C:5](=[N:6][CH:7]=[C:8]3[C:13]=2[CH:12]=[CH:11][CH:10]=[CH:9]3)[CH:4]=[CH:3][CH:2]=1.[CH:15]1([C:19](Cl)=[O:20])[CH2:18][CH2:17][CH2:16]1.[Cl:22][C:23]1[S:27][C:26]([Mg]Br)=[CH:25][CH:24]=1. (3) Given the product [NH2:15][C:16]1[N:25]([CH2:2][C:3]2[CH:8]=[C:7]([Cl:9])[CH:6]=[CH:5][C:4]=2[S:10]([CH2:13][CH3:14])(=[O:12])=[O:11])[C:24](=[O:26])[C:23]2[C:18](=[C:19]([CH2:32][N:33]3[CH2:34][CH2:35][N:36]([C:39]([O:41][C:42]([CH3:45])([CH3:44])[CH3:43])=[O:40])[CH2:37][CH2:38]3)[CH:20]=[C:21]([O:27][C:28]([F:30])([F:31])[F:29])[CH:22]=2)[N:17]=1, predict the reactants needed to synthesize it. The reactants are: Br[CH2:2][C:3]1[CH:8]=[C:7]([Cl:9])[CH:6]=[CH:5][C:4]=1[S:10]([CH2:13][CH3:14])(=[O:12])=[O:11].[NH2:15][C:16]1[NH:25][C:24](=[O:26])[C:23]2[C:18](=[C:19]([CH2:32][N:33]3[CH2:38][CH2:37][N:36]([C:39]([O:41][C:42]([CH3:45])([CH3:44])[CH3:43])=[O:40])[CH2:35][CH2:34]3)[CH:20]=[C:21]([O:27][C:28]([F:31])([F:30])[F:29])[CH:22]=2)[N:17]=1. (4) The reactants are: [SH:1][C:2]1[S:3][CH:4]=[C:5]([C:7]([OH:9])=[O:8])[N:6]=1.OS(O)(=O)=O.[CH2:15](O)[CH3:16]. Given the product [SH:1][C:2]1[S:3][CH:4]=[C:5]([C:7]([O:9][CH2:15][CH3:16])=[O:8])[N:6]=1, predict the reactants needed to synthesize it. (5) Given the product [N+:30]([C:33]1[CH:41]=[CH:40][CH:39]=[CH:38][C:34]=1[C:35]([NH:1][CH:2]([C:4]1[N:9]=[N:8][C:7]([NH:10][C:11]2[CH:12]=[C:13]([O:21][CH3:22])[C:14]([O:19][CH3:20])=[C:15]([O:17][CH3:18])[CH:16]=2)=[N:6][CH:5]=1)[CH3:3])=[O:36])([O-:32])=[O:31], predict the reactants needed to synthesize it. The reactants are: [NH2:1][CH:2]([C:4]1[N:9]=[N:8][C:7]([NH:10][C:11]2[CH:16]=[C:15]([O:17][CH3:18])[C:14]([O:19][CH3:20])=[C:13]([O:21][CH3:22])[CH:12]=2)=[N:6][CH:5]=1)[CH3:3].C(N(CC)CC)C.[N+:30]([C:33]1[CH:41]=[CH:40][CH:39]=[CH:38][C:34]=1[C:35](Cl)=[O:36])([O-:32])=[O:31]. (6) Given the product [CH3:17][S:7][C:6](=[N:8][CH2:9][Si:10]([CH3:12])([CH3:13])[CH3:11])[C:5]1[CH:14]=[CH:15][C:2]([Br:1])=[C:3]([Cl:16])[CH:4]=1, predict the reactants needed to synthesize it. The reactants are: [Br:1][C:2]1[CH:15]=[CH:14][C:5]([C:6]([NH:8][CH2:9][Si:10]([CH3:13])([CH3:12])[CH3:11])=[S:7])=[CH:4][C:3]=1[Cl:16].[C:17](=O)([O-])[O-].[K+].[K+].CI.